This data is from Catalyst prediction with 721,799 reactions and 888 catalyst types from USPTO. The task is: Predict which catalyst facilitates the given reaction. (1) Reactant: Br[C:2]1[CH:3]=[C:4]2[C:9](=[CH:10][CH:11]=1)[N:8]=[CH:7][C:6]([C:12](=[O:14])[CH3:13])=[C:5]2[NH:15][C:16]1[CH:21]=[CH:20][CH:19]=[C:18]([CH2:22][CH2:23][N:24]2[CH2:28][CH2:27][CH2:26][CH2:25]2)[CH:17]=1.[Cl:29][C:30]1[CH:35]=[C:34](B2OC(C)(C)C(C)(C)O2)[CH:33]=[C:32]([Cl:45])[C:31]=1[OH:46].Cl. Product: [ClH:29].[Cl:29][C:30]1[CH:35]=[C:34]([C:2]2[CH:3]=[C:4]3[C:9](=[CH:10][CH:11]=2)[N:8]=[CH:7][C:6]([C:12](=[O:14])[CH3:13])=[C:5]3[NH:15][C:16]2[CH:21]=[CH:20][CH:19]=[C:18]([CH2:22][CH2:23][N:24]3[CH2:28][CH2:27][CH2:26][CH2:25]3)[CH:17]=2)[CH:33]=[C:32]([Cl:45])[C:31]=1[OH:46]. The catalyst class is: 98. (2) Reactant: [OH:1][C:2]1[CH:6]([CH:7]([CH3:9])[CH3:8])[NH:5][C:4](=[O:10])[C:3]=1[CH:11]([C:27]1[CH:32]=[CH:31][CH:30]=[CH:29][CH:28]=1)[C:12]1[NH:13][C:14]2[C:19]([C:20]=1[CH2:21][CH2:22][O:23]C(=O)C)=[CH:18][CH:17]=[CH:16][CH:15]=2.[Li+].[OH-]. Product: [OH:1][C:2]1[CH:6]([CH:7]([CH3:8])[CH3:9])[NH:5][C:4](=[O:10])[C:3]=1[CH:11]([C:12]1[NH:13][C:14]2[C:19]([C:20]=1[CH2:21][CH2:22][OH:23])=[CH:18][CH:17]=[CH:16][CH:15]=2)[C:27]1[CH:32]=[CH:31][CH:30]=[CH:29][CH:28]=1. The catalyst class is: 5. (3) Reactant: [CH2:1]([O:8][C:9](=[O:20])[NH:10][C@H:11]1[CH2:15][C:14](=[O:16])[O:13][C@@H:12]1[O:17][CH2:18][CH3:19])[C:2]1[CH:7]=[CH:6][CH:5]=[CH:4][CH:3]=1. Product: [CH2:1]([O:8][C:9](=[O:20])[NH:10][C@H:11]1[CH2:15][C:14](=[O:16])[O:13][C@H:12]1[O:17][CH2:18][CH3:19])[C:2]1[CH:7]=[CH:6][CH:5]=[CH:4][CH:3]=1. The catalyst class is: 78. (4) Reactant: [CH3:1][O:2][C:3]1[CH:4]=[CH:5][C:6]([N+:10]([O-])=O)=[C:7]([OH:9])[CH:8]=1. Product: [NH2:10][C:6]1[CH:5]=[CH:4][C:3]([O:2][CH3:1])=[CH:8][C:7]=1[OH:9]. The catalyst class is: 457.